From a dataset of Reaction yield outcomes from USPTO patents with 853,638 reactions. Predict the reaction yield, written as a fraction of the theoretical maximum amount of product (1.0 means a 100% yield; for example, 0.34 means a 34% yield). (1) The reactants are [CH3:1][N:2]([CH2:4][C:5]1[CH:22]=[CH:21][C:8](/[CH:9]=[N:10]/[C:11]2[CH:19]=[CH:18][CH:17]=[C:16]3[C:12]=2[CH2:13][O:14][C:15]3=[O:20])=[CH:7][CH:6]=1)[CH3:3].[CH3:23][N:24]1[C:28]([CH:29]=O)=[N:27][CH:26]=[N:25]1.[CH3:31][CH2:32][O-:33].[Na+]. The catalyst is C(OCC)(=O)CC. The product is [CH3:1][N:2]([CH2:4][C:5]1[CH:22]=[CH:21][C:8]([CH:9]2[CH:29]([C:28]3[N:24]([CH3:23])[N:25]=[CH:26][N:27]=3)[C:32](=[O:33])[C:31]3[C:16]([C:15]([O:14][CH2:13][CH3:12])=[O:20])=[CH:17][CH:18]=[CH:19][C:11]=3[NH:10]2)=[CH:7][CH:6]=1)[CH3:3]. The yield is 0.160. (2) The reactants are [C:1]([O:5][C:6]([N:8]1[CH:13]([CH:14]2[CH2:16][CH2:15]2)[CH2:12][N:11]2[N:17]=[C:18]([I:23])[C:19]([C:20]([OH:22])=O)=[C:10]2[CH2:9]1)=[O:7])([CH3:4])([CH3:3])[CH3:2].[NH4+].[Cl-].C[N:27](C(ON1N=NC2C=CC=NC1=2)=[N+](C)C)C.F[P-](F)(F)(F)(F)F.CCN(C(C)C)C(C)C. The catalyst is CN(C=O)C.C(OCC)(=O)C. The product is [C:20]([C:19]1[C:18]([I:23])=[N:17][N:11]2[CH2:12][CH:13]([CH:14]3[CH2:15][CH2:16]3)[N:8]([C:6]([O:5][C:1]([CH3:3])([CH3:4])[CH3:2])=[O:7])[CH2:9][C:10]=12)(=[O:22])[NH2:27]. The yield is 0.680. (3) The reactants are [NH2:1][C:2]1[CH:10]=[C:9]2[C:5]([CH2:6][O:7][C:8]2=[C:11]2[C:19]3[C:14](=[CH:15][CH:16]=[CH:17][CH:18]=3)[NH:13][C:12]2=[O:20])=[CH:4][CH:3]=1.[CH:21](=O)[CH3:22].C(O[BH-](OC(=O)C)OC(=O)C)(=O)C.[Na+]. No catalyst specified. The product is [CH2:21]([NH:1][C:2]1[CH:10]=[C:9]2[C:5]([CH2:6][O:7][C:8]2=[C:11]2[C:19]3[C:14](=[CH:15][CH:16]=[CH:17][CH:18]=3)[NH:13][C:12]2=[O:20])=[CH:4][CH:3]=1)[CH3:22]. The yield is 0.390. (4) The reactants are [OH:1][C:2]1[C:7]([CH:8]=[O:9])=[CH:6][C:5]([O:10][CH3:11])=[N:4][CH:3]=1.Cl.Cl[CH2:14][C:15]1[CH:16]=[N:17][CH:18]=[C:19]([CH:24]=1)[C:20]([O:22][CH3:23])=[O:21].C([O-])([O-])=O.[K+].[K+].O. The catalyst is CN(C=O)C. The product is [CH:8]([C:7]1[CH:6]=[C:5]([O:10][CH3:11])[N:4]=[CH:3][C:2]=1[O:1][CH2:14][C:15]1[CH:16]=[N:17][CH:18]=[C:19]([CH:24]=1)[C:20]([O:22][CH3:23])=[O:21])=[O:9]. The yield is 0.850. (5) The reactants are [F:1][C:2]1[C:3]([CH2:10][OH:11])=[N:4][CH:5]=[C:6]([O:8][CH3:9])[CH:7]=1.O. The catalyst is CS(C)=O. The product is [F:1][C:2]1[C:3]([CH:10]=[O:11])=[N:4][CH:5]=[C:6]([O:8][CH3:9])[CH:7]=1. The yield is 0.910. (6) The reactants are [NH:1]1[CH2:4][CH:3]([CH2:5][C:6]2[N:7]([CH3:32])[C:8]3[C:13]([N:14]=2)=[C:12]([N:15]2[CH2:20][CH2:19][O:18][CH2:17][CH2:16]2)[N:11]=[C:10]([N:21]2[C:25]4[CH:26]=[CH:27][CH:28]=[CH:29][C:24]=4[N:23]=[C:22]2[CH2:30][CH3:31])[N:9]=3)[CH2:2]1.[OH:33][C:34]([CH3:39])([CH3:38])[C:35](O)=[O:36].CCN(C(C)C)C(C)C.CN(C(ON1N=NC2C=CC=NC1=2)=[N+](C)C)C.F[P-](F)(F)(F)(F)F. The catalyst is C(Cl)Cl. The product is [CH2:30]([C:22]1[N:21]([C:10]2[N:9]=[C:8]3[C:13]([N:14]=[C:6]([CH2:5][CH:3]4[CH2:2][N:1]([C:35](=[O:36])[C:34]([OH:33])([CH3:39])[CH3:38])[CH2:4]4)[N:7]3[CH3:32])=[C:12]([N:15]3[CH2:20][CH2:19][O:18][CH2:17][CH2:16]3)[N:11]=2)[C:25]2[CH:26]=[CH:27][CH:28]=[CH:29][C:24]=2[N:23]=1)[CH3:31]. The yield is 0.560. (7) The product is [O:3]1[CH2:4][CH2:5][O:1][CH:2]1[C:6]1[S:7][C:8]([CH:11]([OH:12])[CH3:13])=[CH:9][N:10]=1. The reactants are [O:1]1[CH2:5][CH2:4][O:3][CH:2]1[C:6]1[S:7][C:8]([CH:11]=[O:12])=[CH:9][N:10]=1.[C:13](O)(=O)CC(CC(O)=O)(C(O)=O)O. The yield is 0.800. The catalyst is O1CCCC1. (8) The reactants are [Cl:1][C:2]1[CH:3]=[C:4]([CH:8]([NH2:10])[CH3:9])[CH:5]=[CH:6][CH:7]=1.F[C:12]1[CH:17]=[C:16](F)[CH:15]=[CH:14][C:13]=1[N+:19]([O-:21])=[O:20].[CH:22]([N:25](CC)[CH:26]([CH3:28])C)([CH3:24])C.C(#[N:33])C. No catalyst specified. The product is [ClH:1].[Cl:1][C:2]1[CH:3]=[C:4]([CH:8]([NH:10][C:12]2[CH:17]=[C:16]([N:33]3[CH2:28][CH2:26][NH:25][CH2:22][CH2:24]3)[CH:15]=[CH:14][C:13]=2[N+:19]([O-:21])=[O:20])[CH3:9])[CH:5]=[CH:6][CH:7]=1. The yield is 0.570. (9) The reactants are N[C:2]1[CH:7]=[CH:6][C:5]([N:8]2[C:12](=[O:13])[C:11]3[CH:14]=[C:15]([Cl:18])[CH:16]=[CH:17][C:10]=3[C:9]2=[O:19])=[C:4]([CH3:20])[CH:3]=1.C(Cl)(Cl)=[S:22]. The catalyst is CC(C)=O. The product is [N-:8]=[C:12]=[S:22].[Cl:18][C:15]1[CH:16]=[CH:17][C:10]2[C:9](=[O:19])[N:8]([C:5]3[CH:6]=[CH:7][CH:2]=[CH:3][C:4]=3[CH3:20])[C:12](=[O:13])[C:11]=2[CH:14]=1. The yield is 0.740.